This data is from Forward reaction prediction with 1.9M reactions from USPTO patents (1976-2016). The task is: Predict the product of the given reaction. (1) Given the reactants [N:1]1([CH2:6][C:7]2[CH:8]=[CH:9][C:10]([N+:14]([O-])=O)=[C:11]([NH2:13])[CH:12]=2)[CH:5]=[CH:4][N:3]=[CH:2]1, predict the reaction product. The product is: [N:1]1([CH2:6][C:7]2[CH:12]=[C:11]([NH2:13])[C:10]([NH2:14])=[CH:9][CH:8]=2)[CH:5]=[CH:4][N:3]=[CH:2]1. (2) Given the reactants FC(F)(F)S(O[C:7]1[CH2:12][CH2:11][CH:10]([O:13][CH2:14][CH:15]2[CH2:20][CH2:19][N:18]([C:21]([O:23][C:24]([CH3:27])([CH3:26])[CH3:25])=[O:22])[CH2:17][CH2:16]2)[CH2:9][CH:8]=1)(=O)=O.[CH3:30][C:31]1([CH3:47])[C:35]([CH3:37])([CH3:36])[O:34][B:33]([B:33]2[O:34][C:35]([CH3:37])([CH3:36])[C:31]([CH3:47])([CH3:30])[O:32]2)[O:32]1.C([O-])(=O)C.[K+], predict the reaction product. The product is: [CH3:30][C:31]1([CH3:47])[C:35]([CH3:37])([CH3:36])[O:34][B:33]([C:7]2[CH2:12][CH2:11][CH:10]([O:13][CH2:14][CH:15]3[CH2:20][CH2:19][N:18]([C:21]([O:23][C:24]([CH3:27])([CH3:26])[CH3:25])=[O:22])[CH2:17][CH2:16]3)[CH2:9][CH:8]=2)[O:32]1. (3) Given the reactants I[C:2]1[CH:3]=[C:4]([N+:11]([O-:13])=[O:12])[CH:5]=[C:6]2[C:10]=1[NH:9][CH:8]=[CH:7]2.[C:14]1(B(O)O)[CH:19]=[CH:18][CH:17]=[CH:16][CH:15]=1.P([O-])([O-])([O-])=O.[K+].[K+].[K+].O1CCOCC1, predict the reaction product. The product is: [N+:11]([C:4]1[CH:5]=[C:6]2[C:10](=[C:2]([C:14]3[CH:19]=[CH:18][CH:17]=[CH:16][CH:15]=3)[CH:3]=1)[NH:9][CH:8]=[CH:7]2)([O-:13])=[O:12]. (4) The product is: [Cl:18][C:14]1[CH:13]=[C:12]([C:10]2[C:9]3[C:4](=[CH:5][CH:6]=[CH:7][CH:8]=3)[C:3](=[O:19])[N:2]([NH:1][C:26](=[O:27])[CH2:25][CH:22]3[CH2:23][CH2:24][O:20][CH2:21]3)[N:11]=2)[CH:17]=[CH:16][N:15]=1. Given the reactants [NH2:1][N:2]1[N:11]=[C:10]([C:12]2[CH:17]=[CH:16][N:15]=[C:14]([Cl:18])[CH:13]=2)[C:9]2[C:4](=[CH:5][CH:6]=[CH:7][CH:8]=2)[C:3]1=[O:19].[O:20]1[CH2:24][CH2:23][CH:22]([CH2:25][C:26](O)=[O:27])[CH2:21]1, predict the reaction product. (5) Given the reactants [Br-].[Cl:2][C:3]1[CH:12]=[CH:11][CH:10]=[C:9]2[C:4]=1[CH:5]=[CH:6][CH:7]=[N+:8]2[CH2:13][C:14]([C:16]1[CH:21]=[CH:20][CH:19]=[CH:18][CH:17]=1)=[O:15].BrCC(C1C=CC=CC=1)=O.ClC1C=C2C(=CC=1)[N:39]=[CH:38][CH:37]=[CH:36]2, predict the reaction product. The product is: [C:14]([C:13]1[N:8]2[C:9]3[C:4]([CH:5]=[CH:6][C:7]2=[C:37]([C:38]#[N:39])[CH:36]=1)=[C:3]([Cl:2])[CH:12]=[CH:11][CH:10]=3)(=[O:15])[C:16]1[CH:21]=[CH:20][CH:19]=[CH:18][CH:17]=1.